From a dataset of Full USPTO retrosynthesis dataset with 1.9M reactions from patents (1976-2016). Predict the reactants needed to synthesize the given product. (1) Given the product [Si:10]([O:9][CH2:8][CH2:7][N:4]1[CH:5]=[CH:6][C:2]([NH2:1])=[N:3]1)([C:13]([CH3:16])([CH3:15])[CH3:14])([CH3:12])[CH3:11], predict the reactants needed to synthesize it. The reactants are: [NH2:1][C:2]1[CH:6]=[CH:5][N:4]([CH2:7][CH2:8][OH:9])[N:3]=1.[Si:10](Cl)([C:13]([CH3:16])([CH3:15])[CH3:14])([CH3:12])[CH3:11].N1C=CN=C1. (2) Given the product [OH:12][C:4]1[C:3]([O:2][CH3:1])=[CH:11][CH:10]=[CH:9][C:5]=1[C:6]([Cl:15])=[O:7], predict the reactants needed to synthesize it. The reactants are: [CH3:1][O:2][C:3]1[CH:11]=[CH:10][CH:9]=[C:5]([C:6](O)=[O:7])[C:4]=1[OH:12].S(Cl)([Cl:15])=O.CN(C=O)C. (3) Given the product [N+:25]([C:2]1[S:1][CH:5]=[CH:4][C:3]=1[CH2:6][C:7]([O:9][CH2:10][CH3:11])=[O:8])([O-:27])=[O:26], predict the reactants needed to synthesize it. The reactants are: [S:1]1[CH:5]=[CH:4][C:3]([CH2:6][C:7]([O:9][CH2:10][CH3:11])=[O:8])=[CH:2]1.FC(F)(F)C(OC(=O)C(F)(F)F)=O.[N+:25]([O-])([O-:27])=[O:26].[NH4+].O. (4) Given the product [NH2:37][C:2]1[N:7]=[C:6]([C:8]2[O:12][C:11]([C:13]([CH3:16])([CH3:15])[CH3:14])=[N:10][C:9]=2[C:17]2[C:18]([F:35])=[C:19]([NH:23][S:24]([C:27]3[CH:32]=[C:31]([F:33])[CH:30]=[CH:29][C:28]=3[F:34])(=[O:26])=[O:25])[CH:20]=[CH:21][CH:22]=2)[CH:5]=[CH:4][N:3]=1, predict the reactants needed to synthesize it. The reactants are: Cl[C:2]1[N:7]=[C:6]([C:8]2[O:12][C:11]([C:13]([CH3:16])([CH3:15])[CH3:14])=[N:10][C:9]=2[C:17]2[C:18]([F:35])=[C:19]([NH:23][S:24]([C:27]3[CH:32]=[C:31]([F:33])[CH:30]=[CH:29][C:28]=3[F:34])(=[O:26])=[O:25])[CH:20]=[CH:21][CH:22]=2)[CH:5]=[CH:4][N:3]=1.[OH-].[NH4+:37]. (5) Given the product [Cl:27][C:28]1[N:29]=[CH:30][C:31]([N:4]2[CH2:5][CH2:6][CH:7]([N:8]3[CH2:12][CH2:11][C@H:10]([NH:13][C:14]4[CH:19]=[CH:18][C:17]([S:20]([CH3:23])(=[O:21])=[O:22])=[CH:16][C:15]=4[F:24])[C:9]3=[O:25])[C:2]([CH3:26])([CH3:1])[CH2:3]2)=[N:32][CH:33]=1, predict the reactants needed to synthesize it. The reactants are: [CH3:1][C:2]1([CH3:26])[CH:7]([N:8]2[CH2:12][CH2:11][C@H:10]([NH:13][C:14]3[CH:19]=[CH:18][C:17]([S:20]([CH3:23])(=[O:22])=[O:21])=[CH:16][C:15]=3[F:24])[C:9]2=[O:25])[CH2:6][CH2:5][NH:4][CH2:3]1.[Cl:27][C:28]1[CH:33]=[N:32][C:31](Cl)=[CH:30][N:29]=1.C(N(C(C)C)C(C)C)C. (6) Given the product [OH:35][CH:33]([C:30]1[CH:31]=[CH:32][C:27]([NH:26][C:2]2[N:7]=[C:6]([NH:8][CH2:9][C:10]3[C:11]([N:16]([CH3:21])[S:17]([CH3:20])(=[O:19])=[O:18])=[N:12][CH:13]=[CH:14][CH:15]=3)[C:5]([C:22]([F:25])([F:24])[F:23])=[CH:4][N:3]=2)=[CH:28][CH:29]=1)[CH3:34], predict the reactants needed to synthesize it. The reactants are: Cl[C:2]1[N:7]=[C:6]([NH:8][CH2:9][C:10]2[C:11]([N:16]([CH3:21])[S:17]([CH3:20])(=[O:19])=[O:18])=[N:12][CH:13]=[CH:14][CH:15]=2)[C:5]([C:22]([F:25])([F:24])[F:23])=[CH:4][N:3]=1.[NH2:26][C:27]1[CH:32]=[CH:31][C:30]([CH:33]([OH:35])[CH3:34])=[CH:29][CH:28]=1.OP([O-])([O-])=O.[K+].[K+].